This data is from Reaction yield outcomes from USPTO patents with 853,638 reactions. The task is: Predict the reaction yield, written as a fraction of the theoretical maximum amount of product (1.0 means a 100% yield; for example, 0.34 means a 34% yield). (1) The reactants are [CH3:1][C:2]([C:7]1[CH:12]=[CH:11][CH:10]=[CH:9][CH:8]=1)([CH3:6])[C:3](O)=[O:4].CSC.B.CO.O. The catalyst is C1COCC1. The product is [CH3:6][C:2]([C:7]1[CH:12]=[CH:11][CH:10]=[CH:9][CH:8]=1)([CH3:1])[CH2:3][OH:4]. The yield is 0.770. (2) The yield is 0.500. The catalyst is C(Cl)Cl.C1(C)C=CC=CC=1. The reactants are [NH2:1][C:2]1[CH:3]=[CH:4][C:5]([S:10]([CH:13]([CH3:15])[CH3:14])(=[O:12])=[O:11])=[C:6]([CH:9]=1)[C:7]#[N:8].[C:16]([O-:19])(O)=O.[Na+].C(Cl)(Cl)=O.C[CH2:26][N:27](CC)[CH2:28]C.Cl.CNC. The product is [C:7]([C:6]1[CH:9]=[C:2]([NH:1][C:16](=[O:19])[N:27]([CH3:28])[CH3:26])[CH:3]=[CH:4][C:5]=1[S:10]([CH:13]([CH3:15])[CH3:14])(=[O:12])=[O:11])#[N:8]. (3) The reactants are FC1C(N(C)S(C)(=O)=O)=NC([NH:18][C@H:19]([C:21]2[N:26]=[CH:25][C:24]([F:27])=[CH:23][N:22]=2)[CH3:20])=NC=1NC1C=C(OC(C)C)NN=1.[C:45]([O:44][C:42](O[C:42]([O:44][C:45]([CH3:48])([CH3:47])[CH3:46])=[O:43])=[O:43])([CH3:48])([CH3:47])[CH3:46].O.[OH-].[Li+].O. The catalyst is CN(C1C=CN=CC=1)C.C1COCC1.CCOCC. The product is [C:45]([O:44][C:42](=[O:43])[NH:18][C@H:19]([C:21]1[N:26]=[CH:25][C:24]([F:27])=[CH:23][N:22]=1)[CH3:20])([CH3:46])([CH3:47])[CH3:48]. The yield is 0.800. (4) The reactants are [CH3:1][C:2]1[C:6]2[C:7](=[O:19])[N:8]([CH2:11][CH2:12][N:13]3[CH2:18][CH2:17][O:16][CH2:15][CH2:14]3)[CH2:9][CH2:10][C:5]=2[NH:4][C:3]=1[CH:20]=O.[Br:22][C:23]1[CH:24]=[C:25]2[CH2:31][C:30](=[O:32])[NH:29][C:26]2=[N:27][CH:28]=1. No catalyst specified. The product is [Br:22][C:23]1[CH:24]=[C:25]2[C:31](=[CH:20][C:3]3[NH:4][C:5]4[CH2:10][CH2:9][N:8]([CH2:11][CH2:12][N:13]5[CH2:14][CH2:15][O:16][CH2:17][CH2:18]5)[C:7](=[O:19])[C:6]=4[C:2]=3[CH3:1])[C:30](=[O:32])[NH:29][C:26]2=[N:27][CH:28]=1. The yield is 0.330. (5) The reactants are Cl[C:2]1[CH:7]=[C:6]([C:8]([F:11])([F:10])[F:9])[N:5]=[C:4]([C:12]2[CH:17]=[CH:16][CH:15]=[C:14]([Cl:18])[CH:13]=2)[N:3]=1.[NH2:19][C:20]1[CH:25]=[CH:24][C:23]([CH2:26][C:27]([NH2:29])=[O:28])=[CH:22][CH:21]=1. No catalyst specified. The product is [Cl:18][C:14]1[CH:13]=[C:12]([C:4]2[N:3]=[C:2]([NH:19][C:20]3[CH:21]=[CH:22][C:23]([CH2:26][C:27]([NH2:29])=[O:28])=[CH:24][CH:25]=3)[CH:7]=[C:6]([C:8]([F:11])([F:10])[F:9])[N:5]=2)[CH:17]=[CH:16][CH:15]=1. The yield is 0.560. (6) The reactants are [CH3:1][N:2]1[CH:6]([C:7]([O:9][C:10]([CH3:13])([CH3:12])[CH3:11])=[O:8])[CH2:5][NH:4][C:3]1=[O:14].Br[C:16]1[CH:21]=[CH:20][CH:19]=[C:18]([CH3:22])[N:17]=1.C(=O)([O-])[O-].[Cs+].[Cs+].CC1(C)C2C(=C(P(C3C=CC=CC=3)C3C=CC=CC=3)C=CC=2)OC2C(P(C3C=CC=CC=3)C3C=CC=CC=3)=CC=CC1=2. The catalyst is O1CCOCC1.O.C1C=CC(/C=C/C(/C=C/C2C=CC=CC=2)=O)=CC=1.C1C=CC(/C=C/C(/C=C/C2C=CC=CC=2)=O)=CC=1.C1C=CC(/C=C/C(/C=C/C2C=CC=CC=2)=O)=CC=1.[Pd].[Pd]. The product is [CH3:1][N:2]1[CH:6]([C:7]([O:9][C:10]([CH3:11])([CH3:13])[CH3:12])=[O:8])[CH2:5][N:4]([C:16]2[CH:21]=[CH:20][CH:19]=[C:18]([CH3:22])[N:17]=2)[C:3]1=[O:14]. The yield is 0.560.